From a dataset of Full USPTO retrosynthesis dataset with 1.9M reactions from patents (1976-2016). Predict the reactants needed to synthesize the given product. (1) Given the product [CH2:12]([C:13]1[CH:14]=[C:9]([C:2]([CH3:1])([CH3:8])[CH2:3][C:4]([CH3:7])([CH3:5])[CH3:6])[CH:10]=[C:11]([C:31]2[C:30]3[N:29]=[N:21][NH:20][C:19]=3[CH:18]=[CH:17][CH:16]=2)[C:32]=1[OH:33])[C:11]1[CH:10]=[C:9]([C:2]([CH3:8])([CH3:1])[CH2:3][C:4]([CH3:7])([CH3:5])[CH3:6])[CH:14]=[C:13]([C:15]2[C:23]3[N:22]=[N:21][NH:20][C:19]=3[CH:18]=[CH:17][CH:16]=2)[C:25]=1[OH:26], predict the reactants needed to synthesize it. The reactants are: [CH3:1][C:2]([C:9]1[CH:14]=[C:13]([C:15]2[C:23]3[N:22]=[N:21][NH:20][C:19]=3[CH:18]=[CH:17][CH:16]=2)[C:12](O)=[CH:11][CH:10]=1)([CH3:8])[CH2:3][C:4]([CH3:7])([CH3:6])[CH3:5].[CH2:25]=[O:26].C([NH:29][CH2:30][CH3:31])C.[CH3:32][O-:33].[Na+]. (2) Given the product [NH2:1][C:2]1[CH:3]=[CH:4][C:5]([C@@H:8]2[CH2:13][CH2:12][C:10](=[CH:14][C:15]([O:17][CH2:18][CH3:19])=[O:16])[CH2:9]2)=[CH:6][CH:7]=1, predict the reactants needed to synthesize it. The reactants are: [NH2:1][C:2]1[CH:7]=[CH:6][C:5]([CH:8]2[CH2:13][CH2:12]C[CH:10]([CH2:14][C:15]([O:17][CH2:18][CH3:19])=[O:16])[CH2:9]2)=[CH:4][CH:3]=1.C1(C(=NC2C=CC([C@@H]3CCC(=CC(OCC)=O)C3)=CC=2)C2C=CC=CC=2)C=CC=CC=1. (3) Given the product [CH3:6][O:5][C:3](=[O:4])[CH2:2][N:11]1[CH2:12][CH2:13][CH2:14][C@H:10]1[CH2:9][O:8][CH3:7], predict the reactants needed to synthesize it. The reactants are: Br[CH2:2][C:3]([O:5][CH3:6])=[O:4].[CH3:7][O:8][CH2:9][C@@H:10]1[CH2:14][CH2:13][CH2:12][NH:11]1.C(=O)([O-])[O-].[K+].[K+].[I-].[Na+]. (4) Given the product [CH3:11][CH:12]([CH3:30])[CH2:13][CH2:14][NH:15][C:16]([C:18]1[N:19]=[N:20][C:21]([N:24]2[CH2:29][CH2:28][N:27]([C:6]([C:3]3([C:2]([F:10])([F:9])[F:1])[CH2:5][CH2:4]3)=[O:7])[CH2:26][CH2:25]2)=[CH:22][CH:23]=1)=[O:17], predict the reactants needed to synthesize it. The reactants are: [F:1][C:2]([F:10])([F:9])[C:3]1([C:6](O)=[O:7])[CH2:5][CH2:4]1.[CH3:11][CH:12]([CH3:30])[CH2:13][CH2:14][NH:15][C:16]([C:18]1[N:19]=[N:20][C:21]([N:24]2[CH2:29][CH2:28][NH:27][CH2:26][CH2:25]2)=[CH:22][CH:23]=1)=[O:17]. (5) Given the product [F:47][C:2]([F:46])([F:1])[C:3]1[CH:4]=[C:5]([C@H:13]2[O:17][C:16](=[O:18])[N:15]([CH2:19][C:20]3[C:25]([C:26]4[C:27]([O:41][CH3:42])=[N:28][CH:29]=[C:30]([C:49]5[C:50]([CH3:55])=[N:51][NH:52][C:53]=5[CH3:54])[CH:31]=4)=[CH:24][N:23]=[C:22]([S:43][CH3:44])[N:21]=3)[C@H:14]2[CH3:45])[CH:6]=[C:7]([C:9]([F:12])([F:11])[F:10])[CH:8]=1, predict the reactants needed to synthesize it. The reactants are: [F:1][C:2]([F:47])([F:46])[C:3]1[CH:4]=[C:5]([C@H:13]2[O:17][C:16](=[O:18])[N:15]([CH2:19][C:20]3[C:25]([C:26]4[C:27]([O:41][CH3:42])=[N:28][CH:29]=[C:30](B5OC(C)(C)C(C)(C)O5)[CH:31]=4)=[CH:24][N:23]=[C:22]([S:43][CH3:44])[N:21]=3)[C@H:14]2[CH3:45])[CH:6]=[C:7]([C:9]([F:12])([F:11])[F:10])[CH:8]=1.Br[C:49]1[C:50]([CH3:55])=[N:51][NH:52][C:53]=1[CH3:54].P([O-])([O-])([O-])=O.[K+].[K+].[K+].[Cl-].[Na+].O.C(OCC)(=O)C. (6) Given the product [N:1]([C:2]1[CH:7]=[C:6]([C:8]([O:10][CH3:11])=[O:9])[CH:5]=[CH:4][C:3]=1[C:12]([O:14][CH3:15])=[O:13])=[C:16]=[S:17], predict the reactants needed to synthesize it. The reactants are: [NH2:1][C:2]1[CH:7]=[C:6]([C:8]([O:10][CH3:11])=[O:9])[CH:5]=[CH:4][C:3]=1[C:12]([O:14][CH3:15])=[O:13].[C:16](Cl)(Cl)=[S:17]. (7) Given the product [CH2:14]([O:13][C:11](=[O:12])[CH2:10][O:9][C:8]1[CH:16]=[CH:17][C:5]([S:2]([N:27]2[CH2:26][CH:25]([CH3:31])[C:24]3[C:29](=[CH:30][C:21]([O:20][CH3:19])=[CH:22][CH:23]=3)[CH2:28]2)(=[O:4])=[O:3])=[CH:6][C:7]=1[CH3:18])[CH3:15], predict the reactants needed to synthesize it. The reactants are: Cl[S:2]([C:5]1[CH:17]=[CH:16][C:8]([O:9][CH2:10][C:11]([O:13][CH2:14][CH3:15])=[O:12])=[C:7]([CH3:18])[CH:6]=1)(=[O:4])=[O:3].[CH3:19][O:20][C:21]1[CH:30]=[C:29]2[C:24]([CH:25]([CH3:31])[CH2:26][NH:27][CH2:28]2)=[CH:23][CH:22]=1.